From a dataset of NCI-60 drug combinations with 297,098 pairs across 59 cell lines. Regression. Given two drug SMILES strings and cell line genomic features, predict the synergy score measuring deviation from expected non-interaction effect. (1) Drug 1: CC12CCC3C(C1CCC2=O)CC(=C)C4=CC(=O)C=CC34C. Drug 2: CNC(=O)C1=NC=CC(=C1)OC2=CC=C(C=C2)NC(=O)NC3=CC(=C(C=C3)Cl)C(F)(F)F. Cell line: K-562. Synergy scores: CSS=68.6, Synergy_ZIP=0.568, Synergy_Bliss=-2.23, Synergy_Loewe=-10.5, Synergy_HSA=-1.92. (2) Drug 1: CC12CCC(CC1=CCC3C2CCC4(C3CC=C4C5=CN=CC=C5)C)O. Drug 2: COC1=NC(=NC2=C1N=CN2C3C(C(C(O3)CO)O)O)N. Cell line: IGROV1. Synergy scores: CSS=0.973, Synergy_ZIP=-0.303, Synergy_Bliss=0.572, Synergy_Loewe=-6.00, Synergy_HSA=-1.72. (3) Drug 1: CC1=C(C(CCC1)(C)C)C=CC(=CC=CC(=CC(=O)O)C)C. Drug 2: CN(CCCl)CCCl.Cl. Cell line: K-562. Synergy scores: CSS=17.8, Synergy_ZIP=-2.22, Synergy_Bliss=3.77, Synergy_Loewe=-5.66, Synergy_HSA=3.04. (4) Drug 1: CC1CCC2CC(C(=CC=CC=CC(CC(C(=O)C(C(C(=CC(C(=O)CC(OC(=O)C3CCCCN3C(=O)C(=O)C1(O2)O)C(C)CC4CCC(C(C4)OC)O)C)C)O)OC)C)C)C)OC. Drug 2: CC(C)CN1C=NC2=C1C3=CC=CC=C3N=C2N. Cell line: CAKI-1. Synergy scores: CSS=11.1, Synergy_ZIP=-1.80, Synergy_Bliss=2.09, Synergy_Loewe=-3.57, Synergy_HSA=2.51. (5) Drug 1: C1=CN(C(=O)N=C1N)C2C(C(C(O2)CO)O)O.Cl. Drug 2: CC1=C(C=C(C=C1)C(=O)NC2=CC(=CC(=C2)C(F)(F)F)N3C=C(N=C3)C)NC4=NC=CC(=N4)C5=CN=CC=C5. Cell line: SF-295. Synergy scores: CSS=7.32, Synergy_ZIP=2.32, Synergy_Bliss=8.75, Synergy_Loewe=9.21, Synergy_HSA=7.05. (6) Synergy scores: CSS=13.8, Synergy_ZIP=0.474, Synergy_Bliss=5.35, Synergy_Loewe=2.66, Synergy_HSA=2.82. Cell line: NCI/ADR-RES. Drug 1: CC12CCC(CC1=CCC3C2CCC4(C3CC=C4C5=CN=CC=C5)C)O. Drug 2: CC1=C2C(C(=O)C3(C(CC4C(C3C(C(C2(C)C)(CC1OC(=O)C(C(C5=CC=CC=C5)NC(=O)C6=CC=CC=C6)O)O)OC(=O)C7=CC=CC=C7)(CO4)OC(=O)C)O)C)OC(=O)C.